This data is from Reaction yield outcomes from USPTO patents with 853,638 reactions. The task is: Predict the reaction yield, written as a fraction of the theoretical maximum amount of product (1.0 means a 100% yield; for example, 0.34 means a 34% yield). (1) The reactants are [C:1]([O:5][C:6]([CH2:8][CH2:9][CH2:10][O:11][C:12]1[CH:20]=[CH:19][C:15]([C:16]([OH:18])=O)=[CH:14][C:13]=1[CH3:21])=[O:7])([CH3:4])([CH3:3])[CH3:2].[CH3:22][N:23]1[C:32]2[NH:31][C:30]3[CH:33]=[CH:34][CH:35]=[CH:36][C:29]=3[NH:28][CH2:27][C:26]=2[CH:25]=[N:24]1.C(N(CC)CC)C. The catalyst is CN(C1C=CN=CC=1)C.ClCCl. The product is [C:1]([O:5][C:6](=[O:7])[CH2:8][CH2:9][CH2:10][O:11][C:12]1[CH:20]=[CH:19][C:15]([C:16]([N:28]2[CH2:27][C:26]3[CH:25]=[N:24][N:23]([CH3:22])[C:32]=3[NH:31][C:30]3[CH:33]=[CH:34][CH:35]=[CH:36][C:29]2=3)=[O:18])=[CH:14][C:13]=1[CH3:21])([CH3:2])([CH3:3])[CH3:4]. The yield is 0.180. (2) The reactants are C[N:2]([CH:4]=[C:5]([C:11](=O)[CH2:12][CH:13]([CH3:15])[CH3:14])[C:6]([O:8][CH2:9][CH3:10])=[O:7])C.[NH2:17]N. The catalyst is CCO. The product is [CH2:12]([C:11]1[C:5]([C:6]([O:8][CH2:9][CH3:10])=[O:7])=[CH:4][NH:2][N:17]=1)[CH:13]([CH3:15])[CH3:14]. The yield is 0.750. (3) The reactants are [CH3:1][NH:2][C@@H:3]1[C:8]2[CH:9]=[CH:10][CH:11]=[CH:12][C:7]=2[C@H:6]([C:13]2[CH:14]=[CH:15][C:16]([Cl:20])=[C:17]([Cl:19])[CH:18]=2)[CH2:5][CH2:4]1.CCOCC.[ClH:26]. The catalyst is C(OCC)(=O)C. The product is [CH3:1][NH:2][C@@H:3]1[C:8]2[CH:9]=[CH:10][CH:11]=[CH:12][C:7]=2[C@H:6]([C:13]2[CH:14]=[CH:15][C:16]([Cl:20])=[C:17]([Cl:19])[CH:18]=2)[CH2:5][CH2:4]1.[ClH:26]. The yield is 0.838. (4) The reactants are CO.C1(S([N:12]2[C:20]3[C:15](=[CH:16][C:17]([C:21]#[C:22][CH2:23][OH:24])=[CH:18][CH:19]=3)[C:14](/[CH:25]=[CH:26]/[C:27]3[CH:28]=[N:29][CH:30]=[CH:31][CH:32]=3)=[N:13]2)(=O)=O)C=CC=CC=1.[OH-].[Na+].C(OCC)(=O)C. The catalyst is O1CCCC1.O. The product is [OH:24][CH2:23][C:22]#[C:21][C:17]1[CH:16]=[C:15]2[C:20](=[CH:19][CH:18]=1)[NH:12][N:13]=[C:14]2/[CH:25]=[CH:26]/[C:27]1[CH:28]=[N:29][CH:30]=[CH:31][CH:32]=1. The yield is 0.360. (5) The reactants are [NH2:1][C@@H:2]([CH2:32][C:33]1[CH:38]=[CH:37][CH:36]=[CH:35][CH:34]=1)[C@@H:3]([OH:31])[CH2:4][C@@H:5]([NH:18][C:19](=[O:30])[C@H:20]([C:26]([CH3:29])([CH3:28])[CH3:27])[NH:21][C:22]([O:24][CH3:25])=[O:23])[CH2:6][C:7]1[CH:12]=[CH:11][C:10]([C:13]2[S:14][CH:15]=[CH:16][N:17]=2)=[CH:9][CH:8]=1.[CH3:39][O:40][C:41]([NH:43][C@@H:44]([C:48]([CH3:51])([CH3:50])[CH3:49])[C:45](O)=[O:46])=[O:42].CCOP(ON1N=NC2C=CC=CC=2C1=O)(OCC)=O.C(N(CC)C(C)C)(C)C. The catalyst is O1CCCC1. The product is [CH3:39][O:40][C:41](=[O:42])[NH:43][C@@H:44]([C:48]([CH3:50])([CH3:49])[CH3:51])[C:45](=[O:46])[NH:1][C@@H:2]([CH2:32][C:33]1[CH:34]=[CH:35][CH:36]=[CH:37][CH:38]=1)[C@@H:3]([OH:31])[CH2:4][C@H:5]([CH2:6][C:7]1[CH:12]=[CH:11][C:10]([C:13]2[S:14][CH:15]=[CH:16][N:17]=2)=[CH:9][CH:8]=1)[NH:18][C:19](=[O:30])[C@H:20]([C:26]([CH3:29])([CH3:28])[CH3:27])[NH:21][C:22](=[O:23])[O:24][CH3:25]. The yield is 0.460. (6) The reactants are [CH2:1]([O:3][C:4](=[O:23])[CH:5]([C:7]1[N:8](C(OC(C)(C)C)=O)[C:9]2[C:14]([CH:15]=1)=[CH:13][CH:12]=[CH:11][CH:10]=2)[CH3:6])[CH3:2]. The catalyst is ClCCl.C(O)(C(F)(F)F)=O. The product is [NH:8]1[C:9]2[C:14](=[CH:13][CH:12]=[CH:11][CH:10]=2)[CH:15]=[C:7]1[CH:5]([CH3:6])[C:4]([O:3][CH2:1][CH3:2])=[O:23]. The yield is 0.500. (7) The reactants are [C:1]1([CH:7]([C:47]2[CH:52]=[CH:51][CH:50]=[CH:49][CH:48]=2)[N:8]2[CH:13]=[CH:12][CH:11]=[C:10]([C:14]([NH:16][C@@H:17]([CH2:25][CH2:26][CH2:27][NH:28]C(OCC3C4C=CC=CC=4C4C3=CC=CC=4)=O)[C:18]([O:20][C:21]([CH3:24])([CH3:23])[CH3:22])=[O:19])=[O:15])[C:9]2=[O:46])[CH:6]=[CH:5][CH:4]=[CH:3][CH:2]=1.N1CCCCC1.[CH2:59]([O:61][C:62]([N:64]=[C:65]=[S:66])=[O:63])[CH3:60]. The catalyst is CC#N.C(Cl)Cl.O. The product is [C:1]1([CH:7]([C:47]2[CH:48]=[CH:49][CH:50]=[CH:51][CH:52]=2)[N:8]2[CH:13]=[CH:12][CH:11]=[C:10]([C:14]([NH:16][C@@H:17]([CH2:25][CH2:26][CH2:27][NH:28][C:65](=[S:66])[NH:64][C:62]([O:61][CH2:59][CH3:60])=[O:63])[C:18]([O:20][C:21]([CH3:22])([CH3:23])[CH3:24])=[O:19])=[O:15])[C:9]2=[O:46])[CH:6]=[CH:5][CH:4]=[CH:3][CH:2]=1. The yield is 0.360. (8) The reactants are [CH3:1][O:2][CH2:3][C:4]1[CH:5]=[C:6]([N+:10]([O-])=O)[CH:7]=[CH:8][CH:9]=1. The catalyst is C(O)(=O)C.[Zn]. The product is [CH3:1][O:2][CH2:3][C:4]1[CH:5]=[C:6]([CH:7]=[CH:8][CH:9]=1)[NH2:10]. The yield is 0.990.